Dataset: Drug-target binding data from BindingDB using IC50 measurements. Task: Regression. Given a target protein amino acid sequence and a drug SMILES string, predict the binding affinity score between them. We predict pIC50 (pIC50 = -log10(IC50 in M); higher means more potent). Dataset: bindingdb_ic50. (1) The compound is COc1ccc(S(=O)(=O)N2CN(C)C(=O)C[C@@H]2C(=O)NO)cc1. The target protein (P23097) has sequence ATFFLLSWTHCWSLPLPYGDDDDDDLSEEDLEFAEHYLKSYYHPVTLAGILKKSTVTSTVDRLREMQSFFGLDVTGKLDDPTLDIMRKPRCGVPDVGVYNVFPRTLKWSQTNLTYRIVNYTPDISHSEVEKAFRKAFKVWSDVTPLNFTRIHDGTADIMISFGTKEHGDFYPFDGPSGLLAHAFPPGPNLGGDAHFDDDETWTSSSKGYNLFIVAAHELGHSLGLDHSKDPGALMFPIYTYTGKSHFMLPDDDVQGIQSLYGPGDEDPNPKHPKTPEKCDPALSLDAITSLRGETMIFKDRFFWRLHPQQVEPELFLTKSFWPELPNHVDAAYEHPSRDLMFIFRGRKFWALNGYDIMEGYPRKISDLGFPKEVKRLSAAVHFEDTGKTLFFSGNHVWSYDDANQTMDKDYPRLIEEEFPGIGDKVDAVYEKNGYIYFFNGPIQFEYSIWSNRIVRVMPTNSLLWC. The pIC50 is 8.1. (2) The small molecule is OC(Cn1ccnc1)(c1ccc(F)cc1)c1ccc(-c2ccncc2)cc1. The target protein (P00592) has sequence MKFLVLAVLLTVGAAQEGISSRALWQFRSMIKCAIPGSHPLMDFNNYGCYCGLGGSGTPVDELDRCCETHDNCYRDAKNLDSCKFLVDNPYTESYSYSCSNTEITCNSKNNACEAFICNCDRNAAICFSKAPYNKEHKNLDTKKYC. The pIC50 is 3.0.